Task: Binary Classification. Given a miRNA mature sequence and a target amino acid sequence, predict their likelihood of interaction.. Dataset: Experimentally validated miRNA-target interactions with 360,000+ pairs, plus equal number of negative samples Result: 0 (no interaction). The miRNA is hsa-miR-219a-1-3p with sequence AGAGUUGAGUCUGGACGUCCCG. The protein sequence of the target gene is MKLLARALRLCEFGRQASSRRLVAGQGCVGPRRGCCAPVQVVGPRADLPPCGACITGRIMRPDDANVAGNVHGGTILKMIEEAGAIISTRHCNSQNGERCVAALARVERTDFLSPMCIGEVAHVSAEITYTSKHSVEVQVNVMSENILTGAKKLTNKATLWYVPLSLKNVDKVLEVPPVVYSRQEQEEEGRKRYEAQKLERMETKWRNGDIVQPVLNPEPNTVSYSQSSLIHLVGPSDCTLHGFVHGGVTMKLMDEVAGIVAARHCKTNIVTASVDAINFHDKIRKGCVITISGRMTFTS....